Dataset: Forward reaction prediction with 1.9M reactions from USPTO patents (1976-2016). Task: Predict the product of the given reaction. (1) Given the reactants [C:1]([C:5]1[CH:9]=[C:8]([NH2:10])[N:7]([C:11]2[CH:16]=[CH:15][C:14]([CH3:17])=[CH:13][CH:12]=2)[N:6]=1)([CH3:4])([CH3:3])[CH3:2].[OH-].[Na+].Cl[C:21]([O:23][C:24]1[CH:29]=[CH:28][CH:27]=[CH:26][CH:25]=1)=[O:22], predict the reaction product. The product is: [C:1]([C:5]1[CH:9]=[C:8]([NH:10][C:21](=[O:22])[O:23][C:24]2[CH:29]=[CH:28][CH:27]=[CH:26][CH:25]=2)[N:7]([C:11]2[CH:12]=[CH:13][C:14]([CH3:17])=[CH:15][CH:16]=2)[N:6]=1)([CH3:4])([CH3:3])[CH3:2]. (2) The product is: [NH2:12][C:8]1[C:7]2[N:13]=[C:14]([CH2:16][CH2:17][CH3:18])[S:15][C:6]=2[C:5]2[CH:4]=[CH:3][C:2]([C:29]3[CH:30]=[C:25]([CH:26]=[CH:27][CH:28]=3)[C:23]([NH:22][CH:19]3[CH2:20][CH2:21]3)=[O:24])=[CH:11][C:10]=2[N:9]=1. Given the reactants Br[C:2]1[CH:3]=[CH:4][C:5]2[C:6]3[S:15][C:14]([CH2:16][CH2:17][CH3:18])=[N:13][C:7]=3[C:8]([NH2:12])=[N:9][C:10]=2[CH:11]=1.[CH:19]1([NH:22][C:23]([C:25]2[CH:26]=[C:27](B(O)O)[CH:28]=[CH:29][CH:30]=2)=[O:24])[CH2:21][CH2:20]1, predict the reaction product. (3) Given the reactants [CH3:1][C:2]1[CH:19]=[CH:18][C:17]([N+:20]([O-])=O)=[CH:16][C:3]=1/[CH:4]=[CH:5]/[C:6]1[C:10]2[N:11]=[CH:12][N:13]=[C:14]([NH2:15])[C:9]=2[S:8][CH:7]=1.O.O.Cl[Sn]Cl.Cl.[NH4+].[OH-].C([O-])([O-])=O.[Na+].[Na+], predict the reaction product. The product is: [NH2:20][C:17]1[CH:18]=[CH:19][C:2]([CH3:1])=[C:3]([CH:16]=1)/[CH:4]=[CH:5]/[C:6]1[C:10]2[N:11]=[CH:12][N:13]=[C:14]([NH2:15])[C:9]=2[S:8][CH:7]=1. (4) Given the reactants [NH2:1][N:2]1[CH:6]=[CH:5][C:4]([CH:7]2[CH2:9][CH2:8]2)=[C:3]1[C:10]([O:12]CC)=[O:11].[Li+].[OH-], predict the reaction product. The product is: [NH2:1][N:2]1[CH:6]=[CH:5][C:4]([CH:7]2[CH2:9][CH2:8]2)=[C:3]1[C:10]([OH:12])=[O:11]. (5) Given the reactants [P:1]([O:9][CH2:10][CH3:11])([O:6][CH2:7][CH3:8])([O:3]CC)=O.Cl[CH2:13][C:14]1[CH:21]=[CH:20][C:17]([CH:18]=[CH2:19])=[CH:16][CH:15]=1.C1(C=CC(O)=CC=1)O.P(OCC)(OCC)OCC, predict the reaction product. The product is: [CH:18]([C:17]1[CH:20]=[CH:21][C:14]([CH2:13][P:1](=[O:3])([O:6][CH2:7][CH3:8])[O:9][CH2:10][CH3:11])=[CH:15][CH:16]=1)=[CH2:19]. (6) Given the reactants O=C1C2C(=CC=CC=2)N=C(C(OCC)=O)N1.[O:17]=[C:18]1[NH:23][C:22]([C:24]([O:26]CC)=O)=[N:21][C:20]2[S:29][CH:30]=[C:31]([C:32]3[CH:37]=[CH:36][N:35]=[CH:34][CH:33]=3)[C:19]1=2.C1(C(C2C=CC=CC=2)(C2C=CC=CC=2)N2C=NC(CCCOC3C=C(CN)C=CN=3)=N2)C=CC=CC=1.C1(C(C2C=CC=CC=2)(C2C=CC=CC=2)[N:81]2[CH:85]=[N:84][C:83]([O:86][CH2:87][CH2:88][O:89][C:90]3[CH:91]=[C:92]([CH2:96][NH2:97])[CH:93]=[CH:94][CH:95]=3)=[N:82]2)C=CC=CC=1, predict the reaction product. The product is: [O:17]=[C:18]1[NH:23][C:22]([C:24]([NH:97][CH2:96][C:92]2[CH:93]=[CH:94][CH:95]=[C:90]([O:89][CH2:88][CH2:87][O:86][C:83]3[N:84]=[CH:85][NH:81][N:82]=3)[CH:91]=2)=[O:26])=[N:21][C:20]2[S:29][CH:30]=[C:31]([C:32]3[CH:33]=[CH:34][N:35]=[CH:36][CH:37]=3)[C:19]1=2.